This data is from Forward reaction prediction with 1.9M reactions from USPTO patents (1976-2016). The task is: Predict the product of the given reaction. (1) The product is: [Br:8][C:6]1[CH:5]=[N:4][CH:3]=[C:2]([N:13]2[CH2:14][CH2:15][C@H:11]([O:10][CH3:9])[CH2:12]2)[CH:7]=1. Given the reactants Br[C:2]1[CH:3]=[N:4][CH:5]=[C:6]([Br:8])[CH:7]=1.[CH3:9][O:10][C@H:11]1[CH2:15][CH2:14][NH:13][CH2:12]1.N1CCC[C@H]1C(O)=O.C([O-])([O-])=O.[K+].[K+], predict the reaction product. (2) The product is: [CH3:1][C:2]1[N:3]([CH2:23][C:24]2[CH:29]=[CH:28][CH:27]=[C:26]([O:30][CH3:31])[CH:25]=2)[C:4](=[O:22])[CH2:5][CH:6]([C:12]2[CH:13]=[CH:14][C:15]([C:18]([F:20])([F:19])[F:21])=[CH:16][CH:17]=2)[C:7]=1[C:8]([OH:10])=[O:9]. Given the reactants [CH3:1][C:2]1[N:3]([CH2:23][C:24]2[CH:29]=[CH:28][CH:27]=[C:26]([O:30][CH3:31])[CH:25]=2)[C:4](=[O:22])[CH2:5][CH:6]([C:12]2[CH:17]=[CH:16][C:15]([C:18]([F:21])([F:20])[F:19])=[CH:14][CH:13]=2)[C:7]=1[C:8]([O:10]C)=[O:9].[OH-].[Na+], predict the reaction product. (3) Given the reactants [CH2:1]([O:3][C:4]([CH:6]1[C:14]2[C:9](=[CH:10][C:11]([N+:15]([O-])=O)=[CH:12][CH:13]=2)[C:8](=[O:18])[CH2:7]1)=[O:5])[CH3:2].[Sn](Cl)Cl.[OH-].[Na+], predict the reaction product. The product is: [CH2:1]([O:3][C:4]([CH:6]1[C:14]2[C:9](=[CH:10][C:11]([NH2:15])=[CH:12][CH:13]=2)[C:8](=[O:18])[CH2:7]1)=[O:5])[CH3:2]. (4) Given the reactants Br[C:2]1[C:3]([CH2:26][O:27][C:28]2[CH:33]=[CH:32][C:31]([Cl:34])=[C:30]([Cl:35])[CH:29]=2)=[CH:4][C:5]2[O:9][N:8]=[C:7]([N:10]([C:18]([O:20][C:21]([CH3:24])([CH3:23])[CH3:22])=[O:19])[C:11](=[O:17])[O:12][C:13]([CH3:16])([CH3:15])[CH3:14])[C:6]=2[CH:25]=1.[CH2:36](B(O)O)[CH2:37][CH3:38].[F-].[Cs+], predict the reaction product. The product is: [C:13]([O:12][C:11]([N:10]([C:7]1[C:6]2[CH:25]=[C:2]([CH2:36][CH2:37][CH3:38])[C:3]([CH2:26][O:27][C:28]3[CH:33]=[CH:32][C:31]([Cl:34])=[C:30]([Cl:35])[CH:29]=3)=[CH:4][C:5]=2[O:9][N:8]=1)[C:18](=[O:19])[O:20][C:21]([CH3:24])([CH3:23])[CH3:22])=[O:17])([CH3:16])([CH3:15])[CH3:14]. (5) Given the reactants [OH:1][C@H:2]([C:23]1[CH:28]=[CH:27][CH:26]=[CH:25][CH:24]=1)[CH2:3][CH2:4][N:5]1[CH2:10][CH2:9][CH:8]([C:11]2[CH:12]=[C:13]([NH:17][C:18](=[O:22])[CH:19]([CH3:21])[CH3:20])[CH:14]=[CH:15][CH:16]=2)[CH2:7][CH2:6]1.[Cl:29][C:30]1[CH:31]=[C:32](O)[CH:33]=[CH:34][CH:35]=1.C1(P(C2C=CC=CC=2)C2C=CC=CC=2)C=CC=CC=1.N(C(OCC)=O)=NC(OCC)=O.N, predict the reaction product. The product is: [Cl:29][C:30]1[CH:35]=[C:34]([CH:33]=[CH:32][CH:31]=1)[O:1][C@@H:2]([C:23]1[CH:24]=[CH:25][CH:26]=[CH:27][CH:28]=1)[CH2:3][CH2:4][N:5]1[CH2:10][CH2:9][CH:8]([C:11]2[CH:12]=[C:13]([NH:17][C:18](=[O:22])[CH:19]([CH3:21])[CH3:20])[CH:14]=[CH:15][CH:16]=2)[CH2:7][CH2:6]1.